From a dataset of Reaction yield outcomes from USPTO patents with 853,638 reactions. Predict the reaction yield, written as a fraction of the theoretical maximum amount of product (1.0 means a 100% yield; for example, 0.34 means a 34% yield). (1) The reactants are [CH2:1]([N:8]1[C:16]2[C:11](=[CH:12][CH:13]=[C:14](Br)[CH:15]=2)[CH:10]=[CH:9]1)[C:2]1[CH:7]=[CH:6][CH:5]=[CH:4][CH:3]=1.[F:18][C:19]([F:30])([F:29])[C:20]1[CH:25]=[CH:24][C:23](B(O)O)=[CH:22][CH:21]=1.C(=O)([O-])[O-].[Na+].[Na+]. The catalyst is O.C(O)C.C1(C)C=CC=CC=1.[Pd].C1(P(C2C=CC=CC=2)C2C=CC=CC=2)C=CC=CC=1.C1(P(C2C=CC=CC=2)C2C=CC=CC=2)C=CC=CC=1.C1(P(C2C=CC=CC=2)C2C=CC=CC=2)C=CC=CC=1.C1(P(C2C=CC=CC=2)C2C=CC=CC=2)C=CC=CC=1. The product is [CH2:1]([N:8]1[C:16]2[C:11](=[CH:12][CH:13]=[C:14]([C:23]3[CH:24]=[CH:25][C:20]([C:19]([F:30])([F:29])[F:18])=[CH:21][CH:22]=3)[CH:15]=2)[CH:10]=[CH:9]1)[C:2]1[CH:7]=[CH:6][CH:5]=[CH:4][CH:3]=1. The yield is 0.710. (2) The reactants are C([O:3][C:4](=[O:21])[CH:5]([C:12]1[CH:17]=[CH:16][C:15]([N+:18]([O-:20])=[O:19])=[CH:14][CH:13]=1)[CH2:6][CH:7]1[CH2:11][CH2:10][CH2:9][CH2:8]1)C.[OH-].[Li+]. The catalyst is O1CCCC1.O. The product is [CH:7]1([CH2:6][CH:5]([C:12]2[CH:17]=[CH:16][C:15]([N+:18]([O-:20])=[O:19])=[CH:14][CH:13]=2)[C:4]([OH:21])=[O:3])[CH2:11][CH2:10][CH2:9][CH2:8]1. The yield is 0.936. (3) The reactants are [CH3:1][O:2][C:3](=[O:21])[CH:4]([C:11]1[CH:16]=[CH:15][C:14](Cl)=[C:13]([N+:18]([O-:20])=[O:19])[CH:12]=1)[CH2:5][CH:6]1[CH2:10][CH2:9][CH2:8][CH2:7]1.[CH3:22][S:23]([O-:25])=[O:24].[Na+].C(OCC)(=O)C.O. The catalyst is CS(C)=O. The product is [CH3:1][O:2][C:3](=[O:21])[CH:4]([C:11]1[CH:16]=[CH:15][C:14]([S:23]([CH3:22])(=[O:25])=[O:24])=[C:13]([N+:18]([O-:20])=[O:19])[CH:12]=1)[CH2:5][CH:6]1[CH2:10][CH2:9][CH2:8][CH2:7]1. The yield is 0.840. (4) The reactants are Cl[C:2]1[CH:3]=[CH:4][C:5]2[CH2:11][CH2:10][CH2:9][CH2:8][N:7]([C:12]([O:14][C:15]([CH3:18])([CH3:17])[CH3:16])=[O:13])[C:6]=2[N:19]=1.[Cl:20][C:21]1[CH:22]=[C:23](B(O)O)[CH:24]=[CH:25][CH:26]=1.C([O-])([O-])=O.[Cs+].[Cs+]. The catalyst is O1CCOCC1.O.C1C=CC(P(C2C=CC=CC=2)[C-]2C=CC=C2)=CC=1.C1C=CC(P(C2C=CC=CC=2)[C-]2C=CC=C2)=CC=1.Cl[Pd]Cl.[Fe+2]. The product is [Cl:20][C:21]1[CH:26]=[C:25]([C:2]2[CH:3]=[CH:4][C:5]3[CH2:11][CH2:10][CH2:9][CH2:8][N:7]([C:12]([O:14][C:15]([CH3:18])([CH3:17])[CH3:16])=[O:13])[C:6]=3[N:19]=2)[CH:24]=[CH:23][CH:22]=1. The yield is 0.900. (5) The reactants are [NH2:1][C:2]1[CH:7]=[C:6]([CH2:8][NH:9][C:10]2[CH:28]=[CH:27][CH:26]=[CH:25][C:11]=2[C:12]([NH:14][C:15]2[CH:20]=[CH:19][CH:18]=[C:17]([C:21]([F:24])([F:23])[F:22])[CH:16]=2)=[O:13])[CH:5]=[CH:4][N:3]=1.C(N(CC)CC)C.[C:36](Cl)(=[O:42])[CH2:37][CH2:38][C:39](Cl)=[O:40]. The catalyst is ClCCl. The product is [O:40]=[C:39]1[CH2:38][CH2:37][C:36](=[O:42])[N:1]1[C:2]1[CH:7]=[C:6]([CH2:8][NH:9][C:10]2[CH:28]=[CH:27][CH:26]=[CH:25][C:11]=2[C:12]([NH:14][C:15]2[CH:20]=[CH:19][CH:18]=[C:17]([C:21]([F:22])([F:24])[F:23])[CH:16]=2)=[O:13])[CH:5]=[CH:4][N:3]=1. The yield is 0.510. (6) The reactants are [N:1]1[N:2]2[CH2:11][CH2:10][CH2:9][C:3]2=[CH:4][C:5]=1[C:6]([O-])=[O:7].[K+].CN(C)C=O.C(Cl)(=O)C(Cl)=O.Cl.[CH3:25][NH:26][O:27][CH3:28].N1C=CC=CC=1. The catalyst is ClCCl.O. The product is [CH3:28][O:27][N:26]([CH3:25])[C:6]([C:5]1[CH:4]=[C:3]2[CH2:9][CH2:10][CH2:11][N:2]2[N:1]=1)=[O:7]. The yield is 0.890.